This data is from Full USPTO retrosynthesis dataset with 1.9M reactions from patents (1976-2016). The task is: Predict the reactants needed to synthesize the given product. (1) Given the product [CH2:9]([O:8][CH2:7][C:6]([CH3:17])([CH3:16])[C:5]([OH:18])=[O:4])[C:10]1[CH:15]=[CH:14][CH:13]=[CH:12][CH:11]=1, predict the reactants needed to synthesize it. The reactants are: [OH-].[K+].C[O:4][C:5](=[O:18])[C:6]([CH3:17])([CH3:16])[CH2:7][O:8][CH2:9][C:10]1[CH:15]=[CH:14][CH:13]=[CH:12][CH:11]=1. (2) Given the product [C:23]([N:1]1[CH2:2][CH2:3][CH:4]([NH:7][C:8](=[O:14])[O:9][C:10]([CH3:11])([CH3:13])[CH3:12])[CH2:5][CH2:6]1)(=[O:24])[CH3:22], predict the reactants needed to synthesize it. The reactants are: [NH:1]1[CH2:6][CH2:5][CH:4]([NH:7][C:8](=[O:14])[O:9][C:10]([CH3:13])([CH3:12])[CH3:11])[CH2:3][CH2:2]1.CCN(CC)CC.[CH3:22][C:23](OC(C)=O)=[O:24].